Regression. Given a peptide amino acid sequence and an MHC pseudo amino acid sequence, predict their binding affinity value. This is MHC class II binding data. From a dataset of Peptide-MHC class II binding affinity with 134,281 pairs from IEDB. (1) The peptide sequence is GPKGRNVVLEKKWGAPTITN. The MHC is DRB1_0301 with pseudo-sequence DRB1_0301. The binding affinity (normalized) is 0.0472. (2) The peptide sequence is EKLQERLAKLAGGVAVIKAG. The MHC is DRB1_0301 with pseudo-sequence DRB1_0301. The binding affinity (normalized) is 0. (3) The peptide sequence is YKKFLANVSTVLTGK. The MHC is DRB1_0405 with pseudo-sequence DRB1_0405. The binding affinity (normalized) is 0.773. (4) The peptide sequence is AAIRFFDHAIGINVP. The MHC is HLA-DPA10301-DPB10402 with pseudo-sequence HLA-DPA10301-DPB10402. The binding affinity (normalized) is 0.370. (5) The peptide sequence is SMRYQSLIPRLVEFF. The MHC is DRB1_0101 with pseudo-sequence DRB1_0101. The binding affinity (normalized) is 0.827. (6) The binding affinity (normalized) is 0.716. The peptide sequence is VVQRLAVGLFIRLLG. The MHC is DRB1_0101 with pseudo-sequence DRB1_0101. (7) The peptide sequence is KLIEKINAGFKAALAAAAGV. The MHC is DRB1_0404 with pseudo-sequence DRB1_0404. The binding affinity (normalized) is 0.730. (8) The peptide sequence is LGTCQTLTPMMSSKF. The MHC is HLA-DPA10301-DPB10402 with pseudo-sequence HLA-DPA10301-DPB10402. The binding affinity (normalized) is 0.550.